This data is from Catalyst prediction with 721,799 reactions and 888 catalyst types from USPTO. The task is: Predict which catalyst facilitates the given reaction. (1) Reactant: [CH3:1][C:2]1[O:6][N:5]=[C:4]([C:7]2[CH:12]=[CH:11][CH:10]=[CH:9][CH:8]=2)[C:3]=1[C:13]([OH:15])=O.C(N1C=CN=C1)(N1C=CN=C1)=O.O.[NH2:29][NH2:30].CCCCCCC. Product: [CH3:1][C:2]1[O:6][N:5]=[C:4]([C:7]2[CH:12]=[CH:11][CH:10]=[CH:9][CH:8]=2)[C:3]=1[C:13]([NH:29][NH2:30])=[O:15]. The catalyst class is: 1. (2) Reactant: [CH:1]1([C:4]2[N:5]=[CH:6][N:7]([C:9]3[CH:10]=[CH:11][C:12]([O:21][CH3:22])=[C:13]([CH:20]=3)[C:14]([O:16]C(C)C)=[O:15])[CH:8]=2)[CH2:3][CH2:2]1. Product: [CH:1]1([C:4]2[N:5]=[CH:6][N:7]([C:9]3[CH:10]=[CH:11][C:12]([O:21][CH3:22])=[C:13]([CH:20]=3)[C:14]([OH:16])=[O:15])[CH:8]=2)[CH2:2][CH2:3]1. The catalyst class is: 33.